Dataset: Full USPTO retrosynthesis dataset with 1.9M reactions from patents (1976-2016). Task: Predict the reactants needed to synthesize the given product. (1) Given the product [C:11]([C:10]1[C:2]([F:1])=[CH:3][CH:4]=[C:5]2[C:9]=1[NH:8][CH:7]=[C:6]2/[CH:13]=[CH:34]/[C:35]([O:37][CH2:38][CH3:39])=[O:36])#[N:12], predict the reactants needed to synthesize it. The reactants are: [F:1][C:2]1[C:10]([C:11]#[N:12])=[C:9]2[C:5]([C:6]([CH:13]=O)=[CH:7][NH:8]2)=[CH:4][CH:3]=1.C1(P(=[CH:34][C:35]([O:37][CH2:38][CH3:39])=[O:36])(C2C=CC=CC=2)C2C=CC=CC=2)C=CC=CC=1. (2) Given the product [Br:29][C:27]1[CH:28]=[C:22]2[C:23](=[CH:25][CH:26]=1)[NH:24][C:5](=[O:11])[NH:20][CH2:21]2, predict the reactants needed to synthesize it. The reactants are: ClC(Cl)(O[C:5](=[O:11])OC(Cl)(Cl)Cl)Cl.C(N(CC)CC)C.[NH2:20][CH2:21][C:22]1[CH:28]=[C:27]([Br:29])[CH:26]=[CH:25][C:23]=1[NH2:24].[OH-].[Na+]. (3) Given the product [CH2:1]([O:8][C:9]1[CH:14]=[CH:13][N:12]=[CH:11][C:10]=1[CH:15]1[C:23]2[C:18](=[CH:19][CH:20]=[CH:21][CH:22]=2)[N:17]([CH2:24][CH2:25][CH2:26][CH2:27][CH3:28])[C:16]1=[O:29])[C:2]1[CH:7]=[CH:6][CH:5]=[CH:4][CH:3]=1, predict the reactants needed to synthesize it. The reactants are: [CH2:1]([O:8][C:9]1[CH:14]=[CH:13][N:12]=[CH:11][C:10]=1[C:15]1(O)[C:23]2[C:18](=[CH:19][CH:20]=[CH:21][CH:22]=2)[N:17]([CH2:24][CH2:25][CH2:26][CH2:27][CH3:28])[C:16]1=[O:29])[C:2]1[CH:7]=[CH:6][CH:5]=[CH:4][CH:3]=1.C([SiH](CC)CC)C.FC(F)(F)C(O)=O. (4) Given the product [CH3:1][O:2][C:3]1[CH:4]=[C:5]2[C:10](=[CH:11][CH:12]=1)[N:9]([S:13]([C:16]1[CH:24]=[CH:23][C:19]([C:20]([NH:36][C:33]3[S:34][CH:35]=[C:31]([C:26]4[CH:27]=[CH:28][CH:29]=[CH:30][N:25]=4)[N:32]=3)=[O:22])=[CH:18][CH:17]=1)(=[O:15])=[O:14])[CH2:8][CH2:7][CH2:6]2, predict the reactants needed to synthesize it. The reactants are: [CH3:1][O:2][C:3]1[CH:4]=[C:5]2[C:10](=[CH:11][CH:12]=1)[N:9]([S:13]([C:16]1[CH:24]=[CH:23][C:19]([C:20]([OH:22])=O)=[CH:18][CH:17]=1)(=[O:15])=[O:14])[CH2:8][CH2:7][CH2:6]2.[N:25]1[CH:30]=[CH:29][CH:28]=[CH:27][C:26]=1[C:31]1[N:32]=[C:33]([NH2:36])[S:34][CH:35]=1. (5) Given the product [Cl:3][CH:8]1[C:9]2[C:14](=[CH:13][CH:12]=[CH:11][CH:10]=2)[CH2:5][O:6][CH2:7]1, predict the reactants needed to synthesize it. The reactants are: S(Cl)([Cl:3])=O.[CH2:5]1[C:14]2[C:9](=[CH:10][CH:11]=[CH:12][CH:13]=2)[CH:8](O)[CH2:7][O:6]1.N1C=CC=CC=1. (6) Given the product [CH3:13][O:14][C:5]1[N:4]=[C:3]([NH2:2])[N:8]=[C:7]([NH2:9])[CH:6]=1, predict the reactants needed to synthesize it. The reactants are: [Na].[NH2:2][C:3]1[N:8]=[C:7]([NH2:9])[CH:6]=[C:5](Cl)[N:4]=1.[Na+].[Cl-].[CH3:13][OH:14]. (7) Given the product [CH3:1][O:2][C:3]([C@H:5]1[CH2:10][CH2:9][C@H:8]([C:11]([OH:13])=[O:12])[CH2:7][CH2:6]1)=[O:4], predict the reactants needed to synthesize it. The reactants are: [CH3:1][O:2][C:3]([C@H:5]1[CH2:10][CH2:9][C@H:8]([C:11]([O:13]C)=[O:12])[CH2:7][CH2:6]1)=[O:4].[OH-].[K+].O. (8) Given the product [CH:46]1([N:44]2[CH2:43][CH2:42][C:28]3[N:29]([CH2:33][C:34]4[CH:35]=[CH:36][C:37]([S:40][CH3:41])=[CH:38][CH:39]=4)[C:30]4[CH:31]=[CH:32][C:24]([C:22]([N:19]5[CH2:18][CH2:17][CH:16]([CH3:15])[CH2:21][CH2:20]5)=[O:23])=[CH:25][C:26]=4[C:27]=3[CH2:45]2)[CH2:50][CH2:49][CH2:48][CH2:47]1, predict the reactants needed to synthesize it. The reactants are: C(O[BH-](OC(=O)C)OC(=O)C)(=O)C.[Na+].[CH3:15][CH:16]1[CH2:21][CH2:20][N:19]([C:22]([C:24]2[CH:32]=[CH:31][C:30]3[N:29]([CH2:33][C:34]4[CH:39]=[CH:38][C:37]([S:40][CH3:41])=[CH:36][CH:35]=4)[C:28]4[CH2:42][CH2:43][NH:44][CH2:45][C:27]=4[C:26]=3[CH:25]=2)=[O:23])[CH2:18][CH2:17]1.[C:46]1(=O)[CH2:50][CH2:49][CH2:48][CH2:47]1. (9) Given the product [CH:8]1([NH:7][CH:1]2[CH2:2][CH2:3][CH2:4][CH2:5][CH2:6]2)[CH2:9][CH2:10][CH2:11][CH2:12][CH2:13]1.[C:14]([CH2:17][C:18]1([CH3:43])[CH2:27][CH2:26][C:25]2[C:20](=[C:21]([CH3:42])[C:22]([CH3:41])=[C:23]([S:29]([NH:32][C:33](=[NH:40])[C:34]3[CH:35]=[CH:36][CH:37]=[CH:38][CH:39]=3)(=[O:30])=[O:31])[C:24]=2[CH3:28])[O:19]1)([OH:16])=[O:15], predict the reactants needed to synthesize it. The reactants are: [CH:1]1([NH:7][CH:8]2[CH2:13][CH2:12][CH2:11][CH2:10][CH2:9]2)[CH2:6][CH2:5][CH2:4][CH2:3][CH2:2]1.[C:14]([CH2:17][C:18]1([CH3:43])[CH2:27][CH2:26][C:25]2[C:20](=[C:21]([CH3:42])[C:22]([CH3:41])=[C:23]([S:29]([NH:32][C:33](=[NH:40])[C:34]3[CH:39]=[CH:38][CH:37]=[CH:36][CH:35]=3)(=[O:31])=[O:30])[C:24]=2[CH3:28])[O:19]1)([OH:16])=[O:15].C(OC(C)C)(C)C. (10) Given the product [CH2:1]([O:8][NH:9][C:10](=[O:19])[CH2:11][CH2:12][CH2:13][CH2:14][CH2:15][CH2:16][CH2:17][O:20][C:21]1[CH:33]=[CH:32][C:31]2[C:30]3[C:25](=[CH:26][CH:27]=[CH:28][CH:29]=3)[C:24](=[O:34])[C:23]=2[CH:22]=1)[C:2]1[CH:7]=[CH:6][CH:5]=[CH:4][CH:3]=1, predict the reactants needed to synthesize it. The reactants are: [CH2:1]([O:8][NH:9][C:10](=[O:19])[CH2:11][CH2:12][CH2:13][CH2:14][CH2:15][CH2:16][CH2:17]Br)[C:2]1[CH:7]=[CH:6][CH:5]=[CH:4][CH:3]=1.[OH:20][C:21]1[CH:33]=[CH:32][C:31]2[C:30]3[C:25](=[CH:26][CH:27]=[CH:28][CH:29]=3)[C:24](=[O:34])[C:23]=2[CH:22]=1.C(=O)([O-])[O-].[K+].[K+].